From a dataset of Forward reaction prediction with 1.9M reactions from USPTO patents (1976-2016). Predict the product of the given reaction. (1) Given the reactants [C:1]([Br:4])(=O)[CH3:2].[N+](C1C=[C:12]([CH2:14][C:15]([F:18])([F:17])[F:16])[N+:11]([O-:19])=[C:10]([CH2:20][C:21]([F:24])([F:23])[F:22])[CH:9]=1)([O-])=O.[OH-].[Na+], predict the reaction product. The product is: [Br:4][C:1]1[CH:9]=[C:10]([CH2:20][C:21]([F:22])([F:23])[F:24])[N+:11]([O-:19])=[C:12]([CH2:14][C:15]([F:16])([F:17])[F:18])[CH:2]=1. (2) Given the reactants [CH3:1][C:2]1([CH3:16])[C:7](=[O:8])[NH:6][C:5]2[CH:9]=[CH:10][C:11]([N+:13]([O-:15])=[O:14])=[CH:12][C:4]=2[O:3]1.[B-](F)(F)(F)F.C1C=CN=CC=1.C1C=CN=CC=1.[IH2+:34].FC(F)(F)S(O)(=O)=O, predict the reaction product. The product is: [I:34][C:9]1[C:5]2[NH:6][C:7](=[O:8])[C:2]([CH3:16])([CH3:1])[O:3][C:4]=2[CH:12]=[C:11]([N+:13]([O-:15])=[O:14])[CH:10]=1. (3) The product is: [Cl:1][C:2]1[CH:3]=[CH:4][C:5]([O:25][CH3:26])=[C:6]([NH:8][C:9](=[O:24])[CH2:10][N:11]2[C:15]3[CH2:16][N:17]([CH3:29])[CH2:18][CH2:19][C:14]=3[C:13]([C:20]([F:23])([F:22])[F:21])=[N:12]2)[CH:7]=1. Given the reactants [Cl:1][C:2]1[CH:3]=[CH:4][C:5]([O:25][CH3:26])=[C:6]([NH:8][C:9](=[O:24])[CH2:10][N:11]2[C:15]3[CH2:16][NH:17][CH2:18][CH2:19][C:14]=3[C:13]([C:20]([F:23])([F:22])[F:21])=[N:12]2)[CH:7]=1.C=O.[C:29](=O)([O-])[O-].[Na+].[Na+], predict the reaction product. (4) Given the reactants Cl[C:2]1[CH:7]=[C:6]([C:8]2[CH:13]=[CH:12][C:11]([Cl:14])=[CH:10][CH:9]=2)[N:5]=[CH:4][N:3]=1.[NH2:15][NH2:16], predict the reaction product. The product is: [Cl:14][C:11]1[CH:12]=[CH:13][C:8]([C:6]2[CH:7]=[C:2]([NH:15][NH2:16])[N:3]=[CH:4][N:5]=2)=[CH:9][CH:10]=1. (5) Given the reactants [O-]CC.[Na+].[Cl:5][C:6]1[CH:7]=[C:8]([NH:20][C:21]2[C:30]3[C:25](=[CH:26][CH:27]=[CH:28][C:29]=3F)[N:24]=[CH:23][N:22]=2)[CH:9]=[CH:10][C:11]=1[O:12][CH2:13][C:14]1[CH:19]=[CH:18][CH:17]=[CH:16][N:15]=1.[C:32]([O:36][CH2:37][CH3:38])(=[O:35])[CH2:33][OH:34], predict the reaction product. The product is: [CH2:37]([O:36][C:32](=[O:35])[CH2:33][O:34][C:29]1[CH:28]=[CH:27][CH:26]=[C:25]2[C:30]=1[C:21]([NH:20][C:8]1[CH:9]=[CH:10][C:11]([O:12][CH2:13][C:14]3[CH:19]=[CH:18][CH:17]=[CH:16][N:15]=3)=[C:6]([Cl:5])[CH:7]=1)=[N:22][CH:23]=[N:24]2)[CH3:38].